Dataset: Reaction yield outcomes from USPTO patents with 853,638 reactions. Task: Predict the reaction yield, written as a fraction of the theoretical maximum amount of product (1.0 means a 100% yield; for example, 0.34 means a 34% yield). (1) The reactants are O.[Na+].[CH2:3]([S:11]([O-:14])(=[O:13])=[O:12])[CH2:4][CH2:5][CH2:6][CH2:7][CH2:8][CH2:9][CH3:10].[CH3:15][C@@H:16]1[O:21][C@@H:20]([O:22][C@@H:23]2[C:28]3=[C:29]([OH:46])[C:30]4[C:42](=[O:43])[C:41]5[C:36](=[CH:37][CH:38]=[CH:39][C:40]=5[O:44][CH3:45])[C:34](=[O:35])[C:31]=4[C:32]([OH:33])=[C:27]3[CH2:26][C@@:25]([OH:51])([C:47]([CH2:49][OH:50])=[O:48])[CH2:24]2)[CH2:19][C@H:18]([NH2:52])[C@@H:17]1[OH:53].Cl. The catalyst is O. The product is [CH3:15][C@@H:16]1[O:21][C@@H:20]([O:22][C@@H:23]2[C:28]3=[C:29]([OH:46])[C:30]4[C:42](=[O:43])[C:41]5[C:36](=[CH:37][CH:38]=[CH:39][C:40]=5[O:44][CH3:45])[C:34](=[O:35])[C:31]=4[C:32]([OH:33])=[C:27]3[CH2:26][C@@:25]([OH:51])([C:47]([CH2:49][OH:50])=[O:48])[CH2:24]2)[CH2:19][C@H:18]([NH2:52])[C@@H:17]1[OH:53].[CH2:3]([S:11]([O-:14])(=[O:12])=[O:13])[CH2:4][CH2:5][CH2:6][CH2:7][CH2:8][CH2:9][CH3:10]. The yield is 0.850. (2) The yield is 0.650. The catalyst is C(Cl)Cl.CN(C=O)C. The reactants are [O:1]=[C:2]1[C:10]2[C:5](=[CH:6][CH:7]=[CH:8][CH:9]=2)[C:4](=[O:11])[N:3]1[CH2:12][CH2:13][O:14][CH2:15][CH2:16][O:17][CH2:18][CH2:19][O:20][CH2:21][CH2:22][N:23]1[CH2:28][CH2:27][N:26]([C:29](OC(C)(C)C)=O)[CH2:25][CH2:24]1.C(O)(C(F)(F)F)=O.C([O-])([O-])=O.[K+].[K+].FC1[N:55]=[C:54]([O:56][CH3:57])[C:53]([S:58][C:59]2[N:64]=[C:63]([NH:65][C:66](=[O:68])[CH3:67])[CH:62]=[C:61]([NH:69][C:70](=[O:72])[CH3:71])[N:60]=2)=[C:52]([O:73][CH3:74])[N:51]=1. The product is [O:11]=[C:4]1[C:5]2[C:10](=[CH:9][CH:8]=[CH:7][CH:6]=2)[C:2](=[O:1])[N:3]1[CH2:12][CH2:13][O:14][CH2:15][CH2:16][O:17][CH2:18][CH2:19][O:20][CH2:21][CH2:22][N:23]1[CH2:28][CH2:27][N:26]([C:29]2[N:55]=[C:54]([O:56][CH3:57])[C:53]([S:58][C:59]3[N:60]=[C:61]([NH:69][C:70](=[O:72])[CH3:71])[CH:62]=[C:63]([NH:65][C:66](=[O:68])[CH3:67])[N:64]=3)=[C:52]([O:73][CH3:74])[N:51]=2)[CH2:25][CH2:24]1. (3) The reactants are [Cl:1][C:2]1[C:11]2[C:6](=[CH:7][CH:8]=[C:9]([CH:12]=C)[CH:10]=2)[N:5]=[CH:4][CH:3]=1.N1C(C)=CC=CC=1C.[O-:22]I(=O)(=O)=O.[Na+].O. The catalyst is C(O)(C)(C)C.O1CCOCC1.[Os](=O)(=O)(=O)=O. The product is [Cl:1][C:2]1[C:11]2[C:6](=[CH:7][CH:8]=[C:9]([CH:12]=[O:22])[CH:10]=2)[N:5]=[CH:4][CH:3]=1. The yield is 0.830. (4) The reactants are [OH:1][C:2]1[CH:3]=[CH:4][CH:5]=[C:6]2[C:11]=1[N:10]=[C:9]([CH3:12])[CH:8]=[CH:7]2.[O:13]1CCOCC1. The yield is 0.380. The product is [OH:1][C:2]1[CH:3]=[CH:4][CH:5]=[C:6]2[C:11]=1[N:10]=[C:9]([CH:12]=[O:13])[CH:8]=[CH:7]2. No catalyst specified. (5) The product is [Si:1]([O:8][CH2:9][C:10]1[N:11]([CH3:26])[C:12]2[C:17]([CH:18]=1)=[CH:16][C:15]1[C:19](=[O:25])[CH2:20][CH:21]([CH3:24])[CH2:22][O:23][C:14]=1[CH:13]=2)([C:4]([CH3:6])([CH3:5])[CH3:7])([CH3:3])[CH3:2]. The yield is 0.960. The reactants are [Si:1]([O:8][CH2:9][C:10]1[N:11]([CH3:26])[C:12]2[C:17]([CH:18]=1)=[CH:16][C:15]1[C:19](=[O:25])[CH:20]=[C:21]([CH3:24])[CH2:22][O:23][C:14]=1[CH:13]=2)([C:4]([CH3:7])([CH3:6])[CH3:5])([CH3:3])[CH3:2]. The catalyst is CCO.O=[Pt]=O. (6) The reactants are [OH:1][C@@:2]1([C:9]#[C:10][C:11]2[CH:12]=[C:13]([C:17]3[CH:22]=[C:21]([O:23][CH3:24])[N:20]=[C:19]([C:25]([O:27]CC)=O)[N:18]=3)[CH:14]=[CH:15][CH:16]=2)[CH2:6][CH2:5][N:4]([CH3:7])[C:3]1=[O:8].[NH3:30]. No catalyst specified. The yield is 0.190. The product is [OH:1][C@@:2]1([C:9]#[C:10][C:11]2[CH:12]=[C:13]([C:17]3[CH:22]=[C:21]([O:23][CH3:24])[N:20]=[C:19]([C:25]([NH2:30])=[O:27])[N:18]=3)[CH:14]=[CH:15][CH:16]=2)[CH2:6][CH2:5][N:4]([CH3:7])[C:3]1=[O:8].